Dataset: Peptide-MHC class II binding affinity with 134,281 pairs from IEDB. Task: Regression. Given a peptide amino acid sequence and an MHC pseudo amino acid sequence, predict their binding affinity value. This is MHC class II binding data. (1) The peptide sequence is PCLFMRTVSHVILHG. The MHC is HLA-DPA10201-DPB11401 with pseudo-sequence HLA-DPA10201-DPB11401. The binding affinity (normalized) is 0.250. (2) The peptide sequence is KGIHTVFGSAFQGLF. The MHC is DRB1_1301 with pseudo-sequence DRB1_1301. The binding affinity (normalized) is 0.424. (3) The peptide sequence is SSDDQVSLIKIPCLS. The MHC is DRB1_1501 with pseudo-sequence DRB1_1501. The binding affinity (normalized) is 0.446.